This data is from Full USPTO retrosynthesis dataset with 1.9M reactions from patents (1976-2016). The task is: Predict the reactants needed to synthesize the given product. (1) Given the product [C:27]([C:24]1[CH:23]=[CH:22][C:21]([CH:10]([CH2:11][C:12]2[CH:17]=[CH:16][C:15]([N+:18]([O-:20])=[O:19])=[CH:14][CH:13]=2)[C:9]([OH:31])=[O:8])=[CH:26][CH:25]=1)([CH3:30])([CH3:28])[CH3:29], predict the reactants needed to synthesize it. The reactants are: C([O:8][C:9](=[O:31])[CH:10]([C:21]1[CH:26]=[CH:25][C:24]([C:27]([CH3:30])([CH3:29])[CH3:28])=[CH:23][CH:22]=1)[CH2:11][C:12]1[CH:17]=[CH:16][C:15]([N+:18]([O-:20])=[O:19])=[CH:14][CH:13]=1)C1C=CC=CC=1.[OH-].[Na+].Cl. (2) Given the product [F:27][C:20]1[C:17]([C:18]#[N:19])=[C:16]([NH:8][C:4]2[CH:5]=[N:6][CH:7]=[C:2]([F:1])[CH:3]=2)[C:23]([N+:24]([O-:26])=[O:25])=[CH:22][CH:21]=1, predict the reactants needed to synthesize it. The reactants are: [F:1][C:2]1[CH:3]=[C:4]([NH2:8])[CH:5]=[N:6][CH:7]=1.CC(C)([O-])C.[K+].F[C:16]1[C:23]([N+:24]([O-:26])=[O:25])=[CH:22][CH:21]=[C:20]([F:27])[C:17]=1[C:18]#[N:19]. (3) Given the product [Br:18][C:14]1[CH:15]=[C:16]([F:17])[C:8]([I:24])=[C:9]([CH:13]=1)[C:10]([OH:12])=[O:11], predict the reactants needed to synthesize it. The reactants are: S(=O)(=O)(O)O.Br.N[C:8]1[C:16]([F:17])=[CH:15][C:14]([Br:18])=[CH:13][C:9]=1[C:10]([OH:12])=[O:11].Cl.N([O-])=O.[Na+].[I-:24].[K+]. (4) Given the product [CH2:11]([O:13][C:14](=[O:18])[C@H:15]([O:9][C:5]1[C:4]([Cl:10])=[N:3][C:2]([Cl:1])=[N:7][C:6]=1[Cl:8])[CH3:16])[CH3:12], predict the reactants needed to synthesize it. The reactants are: [Cl:1][C:2]1[N:7]=[C:6]([Cl:8])[C:5]([OH:9])=[C:4]([Cl:10])[N:3]=1.[CH2:11]([O:13][C:14](=[O:18])[C@H:15](O)[CH3:16])[CH3:12].C1(P(C2C=CC=CC=2)C2C=CC=CC=2)C=CC=CC=1.CC(OC(/N=N/C(OC(C)C)=O)=O)C. (5) Given the product [CH3:7][O:8][C:9]1[CH:10]=[C:11]([NH:21][C:22]2[S:23][C:24]([CH2:27][N:1]3[CH2:6][CH2:5][CH2:4][CH2:3][CH2:2]3)=[CH:25][N:26]=2)[CH:12]=[CH:13][C:14]=1[N:15]1[CH:19]=[C:18]([CH3:20])[N:17]=[CH:16]1, predict the reactants needed to synthesize it. The reactants are: [NH:1]1[CH2:6][CH2:5][CH2:4][CH2:3][CH2:2]1.[CH3:7][O:8][C:9]1[CH:10]=[C:11]([NH:21][C:22]2[S:23][C:24]([CH:27]=O)=[CH:25][N:26]=2)[CH:12]=[CH:13][C:14]=1[N:15]1[CH:19]=[C:18]([CH3:20])[N:17]=[CH:16]1.